From a dataset of Volume of distribution at steady state (VDss) regression data from Lombardo et al.. Regression/Classification. Given a drug SMILES string, predict its absorption, distribution, metabolism, or excretion properties. Task type varies by dataset: regression for continuous measurements (e.g., permeability, clearance, half-life) or binary classification for categorical outcomes (e.g., BBB penetration, CYP inhibition). For this dataset (vdss_lombardo), we predict log10(VDss) (log10 of volume of distribution in L/kg). (1) The molecule is COc1cc2c(c(OC)c1OC)-c1ccc(OC)c(=O)cc1C(NC(C)=O)CC2. The log10(VDss) is 0.790. (2) The drug is NC1CC([NH3+])C(OC2OC(C[NH3+])C(O)C(O)C2O)C(O)C1OC1OC(CO)C(O)C(N)C1O. The log10(VDss) is -0.590. (3) The drug is CC(Oc1ccccc1)C(=O)NC1C(=O)N2C1SC(C)(C)C2C(=O)[O-]. The log10(VDss) is -0.520. (4) The compound is CC[NH+](CC)CCNC(=O)c1ccc(N)cc1. The log10(VDss) is 0.340. (5) The molecule is Cc1ccnc2c1NC(=O)c1cccnc1N2C1CC1. The log10(VDss) is 0.110. (6) The molecule is NC(=O)c1csc(C2OC(CO)C(O)C2O)n1. The log10(VDss) is 0.0400. (7) The drug is Cc1[nH+]ccn1CC1CCc2c(c3ccccc3n2C)C1=O. The log10(VDss) is 0.260. (8) The compound is CCC(=O)N(c1ccccc1)C1(COC)CC[NH+](CCc2cccs2)CC1. The log10(VDss) is 0.970. (9) The drug is COc1ccc(CC2c3cc(OC)c(OC)cc3CC[N+]2(C)CCC(=O)OCCCCCOC(=O)CC[N+]2(C)CCc3cc(OC)c(OC)cc3C2Cc2ccc(OC)c(OC)c2)cc1OC. The log10(VDss) is -0.850. (10) The molecule is Cc1ccsc1C(=CCC[NH+]1CCCC(C(=O)[O-])C1)c1sccc1C. The log10(VDss) is 0.0400.